From a dataset of Forward reaction prediction with 1.9M reactions from USPTO patents (1976-2016). Predict the product of the given reaction. Given the reactants C(OC([N:8]1[CH2:26][CH2:25][N:11]2[C:12](=[O:24])[C:13]3[C:18]([C@@H:10]2[CH2:9]1)=[CH:17][C:16]([OH:19])=[CH:15][C:14]=3[C:20]([F:23])([F:22])[F:21])=O)(C)(C)C.[ClH:27], predict the reaction product. The product is: [ClH:27].[OH:19][C:16]1[CH:17]=[C:18]2[C:13]([C:12](=[O:24])[N:11]3[CH2:25][CH2:26][NH:8][CH2:9][C@H:10]32)=[C:14]([C:20]([F:23])([F:22])[F:21])[CH:15]=1.